From a dataset of Full USPTO retrosynthesis dataset with 1.9M reactions from patents (1976-2016). Predict the reactants needed to synthesize the given product. (1) The reactants are: [F:1][C:2]1[C:7](=O)[N:6]2[N:9]=[CH:10][C:11]([C:12]([OH:14])=[O:13])=[C:5]2[NH:4][C:3]=1[C:15]1[CH:20]=[CH:19][C:18]([O:21][CH3:22])=[CH:17][CH:16]=1.O=P(Cl)(Cl)[Cl:25]. Given the product [Cl:25][C:7]1[N:6]2[N:9]=[CH:10][C:11]([C:12]([OH:14])=[O:13])=[C:5]2[N:4]=[C:3]([C:15]2[CH:20]=[CH:19][C:18]([O:21][CH3:22])=[CH:17][CH:16]=2)[C:2]=1[F:1], predict the reactants needed to synthesize it. (2) Given the product [F:33][C:11]1[CH:10]=[C:9]([O:8][C:6]2[CH:5]=[CH:4][N:3]=[C:2]([C:38]3[CH:37]=[N:36][N:35]([CH3:34])[CH:39]=3)[CH:7]=2)[C:14]([F:15])=[CH:13][C:12]=1[NH:16][C:17]([C:19]1[C:24](=[O:25])[C:23]([C:26]2[CH:31]=[CH:30][C:29]([F:32])=[CH:28][CH:27]=2)=[CH:22][NH:21][CH:20]=1)=[O:18], predict the reactants needed to synthesize it. The reactants are: Cl[C:2]1[CH:7]=[C:6]([O:8][C:9]2[C:14]([F:15])=[CH:13][C:12]([NH:16][C:17]([C:19]3[C:24](=[O:25])[C:23]([C:26]4[CH:31]=[CH:30][C:29]([F:32])=[CH:28][CH:27]=4)=[CH:22][NH:21][CH:20]=3)=[O:18])=[C:11]([F:33])[CH:10]=2)[CH:5]=[CH:4][N:3]=1.[CH3:34][N:35]1[CH:39]=[C:38](B(O)O)[CH:37]=[N:36]1.C([O-])([O-])=O.[K+].[K+]. (3) Given the product [F:17][C:18]1[C:23]([F:24])=[CH:22][CH:21]=[CH:20][C:19]=1[O:25][CH2:3][CH2:4][N:5]1[CH2:10][CH2:9][O:8][CH2:7][CH2:6]1, predict the reactants needed to synthesize it. The reactants are: Cl.Cl[CH2:3][CH2:4][N:5]1[CH2:10][CH2:9][O:8][CH2:7][CH2:6]1.C(=O)([O-])[O-].[Cs+].[Cs+].[F:17][C:18]1[C:23]([F:24])=[CH:22][CH:21]=[CH:20][C:19]=1[OH:25]. (4) Given the product [CH3:1][O:2][CH2:3][CH:4]([NH:6][C:7]([C:9]1[CH:10]=[C:11]([C:16]2[CH:21]=[CH:20][C:19]([CH3:22])=[CH:18][CH:17]=2)[CH:12]=[C:13]([C:27]2[CH:26]=[N:25][N:24]([CH3:23])[CH:28]=2)[CH:14]=1)=[O:8])[CH3:5], predict the reactants needed to synthesize it. The reactants are: [CH3:1][O:2][CH2:3][CH:4]([NH:6][C:7]([C:9]1[CH:10]=[C:11]([C:16]2[CH:21]=[CH:20][C:19]([CH3:22])=[CH:18][CH:17]=2)[CH:12]=[C:13](I)[CH:14]=1)=[O:8])[CH3:5].[CH3:23][N:24]1[CH:28]=[C:27](B(O)O)[CH:26]=[N:25]1.C([O-])([O-])=O.[Cs+].[Cs+]. (5) Given the product [S:1]1[C:5]2[CH:6]=[CH:7][CH:8]=[C:9]([O:10][C:11]3[CH:16]=[CH:15][C:14]([NH:17][C:18]4[C:19]5[N:26]([CH2:27][CH2:28][O:29][C:35](=[O:36])[CH2:34][CH2:33][C:32]([OH:37])=[O:31])[CH:25]=[CH:24][C:20]=5[N:21]=[CH:22][N:23]=4)=[CH:13][C:12]=3[Cl:30])[C:4]=2[CH:3]=[N:2]1, predict the reactants needed to synthesize it. The reactants are: [S:1]1[C:5]2[CH:6]=[CH:7][CH:8]=[C:9]([O:10][C:11]3[CH:16]=[CH:15][C:14]([NH:17][C:18]4[C:19]5[N:26]([CH2:27][CH2:28][OH:29])[CH:25]=[CH:24][C:20]=5[N:21]=[CH:22][N:23]=4)=[CH:13][C:12]=3[Cl:30])[C:4]=2[CH:3]=[N:2]1.[O:31]1[C:35](=[O:36])[CH2:34][CH2:33][C:32]1=[O:37].C(N(CC)CC)C.[Cl-].[NH4+].